Dataset: Catalyst prediction with 721,799 reactions and 888 catalyst types from USPTO. Task: Predict which catalyst facilitates the given reaction. (1) Reactant: [CH3:1][O:2][C:3]([C:5]1[S:6][CH:7]=[CH:8][C:9]=1[NH2:10])=[O:4].C([O-])([O-])=O.[K+].[K+].Cl[C:18]([O:20][CH2:21][CH3:22])=[O:19]. Product: [CH3:1][O:2][C:3]([C:5]1[S:6][CH:7]=[CH:8][C:9]=1[NH:10][C:18]([O:20][CH2:21][CH3:22])=[O:19])=[O:4]. The catalyst class is: 48. (2) Reactant: [Cl:1][C:2]1[CH:3]=[C:4]([CH2:8][C:9]([OH:11])=[O:10])[CH:5]=[CH:6][CH:7]=1.C([N-]C(C)C)(C)C.[Li+].I[CH2:21][CH2:22][C:23]([F:26])([F:25])[F:24].Cl. Product: [Cl:1][C:2]1[CH:3]=[C:4]([CH:8]([CH2:21][CH2:22][C:23]([F:26])([F:25])[F:24])[C:9]([OH:11])=[O:10])[CH:5]=[CH:6][CH:7]=1. The catalyst class is: 30. (3) Reactant: [CH3:1][C:2]1[CH:7]=[CH:6][C:5]([C:8](=[O:10])[CH3:9])=[CH:4][CH:3]=1.C[O-].[Na+].C([O:16][C:17](=O)[C:18]([F:21])([F:20])[F:19])C. Product: [CH3:1][C:2]1[CH:7]=[CH:6][C:5]([C:8](=[O:10])[CH2:9][C:17](=[O:16])[C:18]([F:21])([F:20])[F:19])=[CH:4][CH:3]=1. The catalyst class is: 5. (4) Reactant: [F:1][C:2]1[CH:7]=[CH:6][C:5]([F:8])=[CH:4][C:3]=1[C:9]1([C:17]#[N:18])[CH2:14][CH2:13][CH:12]([O:15][CH3:16])[CH2:11][CH2:10]1.[H-].[H-].[H-].[H-].[Li+].[Al+3]. Product: [F:1][C:2]1[CH:7]=[CH:6][C:5]([F:8])=[CH:4][C:3]=1[C:9]1([CH2:17][NH2:18])[CH2:14][CH2:13][CH:12]([O:15][CH3:16])[CH2:11][CH2:10]1. The catalyst class is: 1. (5) Reactant: [NH2:1][C@@H:2]([C:32]([CH3:35])([CH3:34])[CH3:33])[C:3]([N:5]1[C@H:14]([C:15](=[O:27])[NH:16][C@H:17]2[C:26]3[C:21](=[CH:22][CH:23]=[CH:24][CH:25]=3)[CH2:20][CH2:19][CH2:18]2)[CH2:13][C:12]2[C:7](=[CH:8][C:9]([C:28]([O:30][CH3:31])=[O:29])=[CH:10][CH:11]=2)[CH2:6]1)=[O:4].[C:36]([O:40][C:41]([N:43]([CH3:49])[C@@H:44]([CH3:48])[C:45](O)=[O:46])=[O:42])([CH3:39])([CH3:38])[CH3:37].C(Cl)CCl.C1C=NC2N(O)N=NC=2C=1.CN1CCOCC1.C([O-])(O)=O.[Na+]. Product: [C:36]([O:40][C:41]([N:43]([CH3:49])[C@@H:44]([CH3:48])[C:45]([NH:1][C@@H:2]([C:32]([CH3:35])([CH3:34])[CH3:33])[C:3]([N:5]1[C@H:14]([C:15](=[O:27])[NH:16][C@H:17]2[C:26]3[C:21](=[CH:22][CH:23]=[CH:24][CH:25]=3)[CH2:20][CH2:19][CH2:18]2)[CH2:13][C:12]2[C:7](=[CH:8][C:9]([C:28]([O:30][CH3:31])=[O:29])=[CH:10][CH:11]=2)[CH2:6]1)=[O:4])=[O:46])=[O:42])([CH3:39])([CH3:38])[CH3:37]. The catalyst class is: 31. (6) Reactant: [CH3:1][O:2][C:3]1[CH:4]=[CH:5][C:6]2[CH2:12][CH2:11][NH:10][C:9](=O)[CH2:8][C:7]=2[C:14]=1[CH3:15].CSC.B.Cl. Product: [CH3:1][O:2][C:3]1[CH:4]=[CH:5][C:6]2[CH2:12][CH2:11][NH:10][CH2:9][CH2:8][C:7]=2[C:14]=1[CH3:15]. The catalyst class is: 93. (7) Product: [Br:10][C:11]1[O:19][C:18]2[CH:17]=[CH:16][N:15]([C:20]3[CH:21]=[C:22]4[C:26](=[CH:27][CH:28]=3)[N:25]([CH2:3][CH2:4][N:5]3[CH2:9][CH2:8][CH2:7][CH2:6]3)[N:24]=[CH:23]4)[C:14](=[O:29])[C:13]=2[CH:12]=1. The catalyst class is: 16. Reactant: Cl.Cl[CH2:3][CH2:4][N:5]1[CH2:9][CH2:8][CH2:7][CH2:6]1.[Br:10][C:11]1[O:19][C:18]2[CH:17]=[CH:16][N:15]([C:20]3[CH:21]=[C:22]4[C:26](=[CH:27][CH:28]=3)[NH:25][N:24]=[CH:23]4)[C:14](=[O:29])[C:13]=2[CH:12]=1.C([O-])([O-])=O.[Cs+].[Cs+].O. (8) Reactant: [Br:1][C:2]1[CH:7]=[C:6]([F:8])[C:5]([O:9][CH2:10][C:11]2[CH:16]=[CH:15][CH:14]=[CH:13][CH:12]=2)=[CH:4][C:3]=1[N+:17]([O-])=O.[CH:20]([Mg]Br)=[CH2:21]. Product: [Br:1][C:2]1[CH:7]=[C:6]([F:8])[C:5]([O:9][CH2:10][C:11]2[CH:16]=[CH:15][CH:14]=[CH:13][CH:12]=2)=[C:4]2[C:3]=1[NH:17][CH:21]=[CH:20]2. The catalyst class is: 1. (9) Reactant: [O:1]=[C:2]1[CH2:5][CH:4](C(O)=O)[CH2:3]1.C1[CH2:13][O:12]CC1.C1(C)C=CC=CC=1.C1(P([N:35]=[N+]=[N-])(C2C=CC=CC=2)=O)C=CC=CC=1.[CH2:38]([OH:45])[C:39]1[CH:44]=[CH:43][CH:42]=[CH:41][CH:40]=1. Product: [CH2:38]([O:45][C:13](=[O:12])[NH:35][CH:4]1[CH2:3][C:2](=[O:1])[CH2:5]1)[C:39]1[CH:44]=[CH:43][CH:42]=[CH:41][CH:40]=1. The catalyst class is: 413. (10) Reactant: [C:1]([O:5][C:6](=[O:35])[N:7]([CH2:11][CH2:12][CH2:13][N:14]1[C:22]([CH2:23][C:24]2[C:32]([I:33])=[CH:31][C:27]3[O:28][CH2:29][O:30][C:26]=3[CH:25]=2)=[N:21][C:20]2[C:15]1=[N:16][CH:17]=[N:18][C:19]=2N)[CH:8]([CH3:10])[CH3:9])([CH3:4])([CH3:3])[CH3:2].N([O-])=[O:37].[Na+]. Product: [C:1]([O:5][C:6](=[O:35])[N:7]([CH2:11][CH2:12][CH2:13][N:14]1[C:22]([CH2:23][C:24]2[C:32]([I:33])=[CH:31][C:27]3[O:28][CH2:29][O:30][C:26]=3[CH:25]=2)=[N:21][C:20]2[C:19](=[O:37])[NH:18][CH:17]=[N:16][C:15]1=2)[CH:8]([CH3:9])[CH3:10])([CH3:4])([CH3:3])[CH3:2]. The catalyst class is: 86.